Task: Binary Classification. Given a miRNA mature sequence and a target amino acid sequence, predict their likelihood of interaction.. Dataset: Experimentally validated miRNA-target interactions with 360,000+ pairs, plus equal number of negative samples (1) The miRNA is hsa-miR-576-3p with sequence AAGAUGUGGAAAAAUUGGAAUC. The protein sequence of the target gene is MSMSPKHTTPFSVSDILSPLEESYKKVGMEGGGLGAPLAAYRQGQAAPPTAAMQQHAVGHHGAVTAAYHMTAAGVPQLSHSAVGGYCNGNLGNMSELPPYQDTMRNSASGPGWYGANPDPRFPAISRFMGPASGMNMSGMGGLGSLGDVSKNMAPLPSAPRRKRRVLFSQAQVYELERRFKQQKYLSAPEREHLASMIHLTPTQVKIWFQNHRYKMKRQAKDKAAQQQLQQDSGGGGGGGGTGCPQQQQAQQQSPRRVAVPVLVKDGKPCQAGAPAPGAASLQGHAQQQAQHQAQAAQAA.... Result: 0 (no interaction). (2) The miRNA is hsa-miR-4706 with sequence AGCGGGGAGGAAGUGGGCGCUGCUU. The protein sequence of the target gene is MFSPDQENHPSKAPVKYGELIVLGYNGSLPNGDRGRRKSRFALFKRPKANGVKPSTVHIACTPQAAKAISNKDQHSISYTLSRAQTVVVEYTHDSNTDMFQIGRSTESPIDFVVTDTVPGSQSNSDTQSVQSTISRFACRIICERSPPFTARIYAAGFDSSKNIFLGEKAAKWKTSDGQMDGLTTNGVLVMHPRNGFTEDSKPGIWREISVCGNVFSLRETRSAQQRGKMVEIETNQLQDGSLIDLCGATLLWRTAEGLSHTPTVKHLEALRQEINAARPQCPVGFNTLAFPSMKRKDVV.... Result: 0 (no interaction). (3) The miRNA is mmu-miR-3105-5p with sequence AGAGCAAGCCCGUAAGCAGCGU. The protein sequence of the target gene is MEPSPLSPSGAALPLPLSLAPPPLPLPAAAVVHVSFPEVTSALLESLNQQRLQGQLCDVSIRVQGREFRAHRAVLAASSPYFHDQVLLKGMTSISLPSVMDPGAFETVLASAYTGRLSMAAADIVNFLTVGSVLQMWHIVDKCTELLREGRASATTTITTAAATSVTVPGAGVPSGSGGTVAPATMGSARSHASSRASENQSPSSSNYFSPRESTDFSSSSQEAFAASAVGSGERRGGGPVFPAPVVGSGGATSGKLLLEADELCDDGGDGRGAVVPGAGLRRPTYTPPSIMPQKHWVYV.... Result: 0 (no interaction). (4) The miRNA is cel-miR-2-3p with sequence UAUCACAGCCAGCUUUGAUGUGC. The protein sequence of the target gene is MAMRTRLTWQQEKCLQNYFGGKRFCLLYKASVQKFSHQNLLCTCENQGPTMIVVYSEKCVIGMYLKEGFQGKDVSITIFALQETGFSLCAKGPDSPYLLFHKRKTNDFSILLDEKAVIVSSAICKMLQLTARNNVIPIQECEAFRCEELLDERKTRGIAVLHSNLLQALRDYKPYGDLVQQTRVLLLGPIGAGKSSFVNSVKSVFKGSITHQILVGCDEDGISDKYRTYSIKAKDDSDPLPFILCDSLGLGENAGLHTDDVWHILKGHTPDRYQFDSMKPITSNHPNYTHDPLLKDRIHC.... Result: 0 (no interaction). (5) The miRNA is hsa-miR-4289 with sequence GCAUUGUGCAGGGCUAUCA. The protein sequence of the target gene is MASQVLVYPPYVYQTQSSAFCSVKKLKVEPSGCVFQERTYPQIHVNGRNFGNSHPSTKGSAFQTKIPFTKPRGHSFSLQAGAIVVKDTAGATKVLAAQAQQAGVEAPRAVVWRNRLHFLEGPQRCGLKRKSEELENHSGAMQIVDELSILPAMLQTNMGNPVTVVTATTGSKQNCTSGEGDYQLVQHEVLCSMKNTYEVLDFLGRGTFGQVVKCWKRGTNEIVAIKILKNHPSYARQGQIEVSILARLSTENADEYNFVRAYECFQHRNHTCLVFEMLEQNLYDFLKQNKFSPLPLKVIR.... Result: 0 (no interaction).